From a dataset of Full USPTO retrosynthesis dataset with 1.9M reactions from patents (1976-2016). Predict the reactants needed to synthesize the given product. (1) Given the product [CH3:1][C@@H:2]1[CH2:6][CH2:5][CH2:4][N:3]1[CH2:7][CH2:8][CH2:9][O:10][C:11]1[CH:12]=[CH:13][C:14]([C:17]2[S:18][C:19]3[CH2:20][N:21]([CH2:35][C:36]([NH2:38])=[O:37])[CH2:22][CH2:23][C:24]=3[N:25]=2)=[CH:15][CH:16]=1, predict the reactants needed to synthesize it. The reactants are: [CH3:1][C@@H:2]1[CH2:6][CH2:5][CH2:4][N:3]1[CH2:7][CH2:8][CH2:9][O:10][C:11]1[CH:16]=[CH:15][C:14]([C:17]2[S:18][C:19]3[CH2:20][NH:21][CH2:22][CH2:23][C:24]=3[N:25]=2)=[CH:13][CH:12]=1.C(=O)([O-])[O-].[K+].[K+].[I-].[Na+].Br[CH2:35][C:36]([NH2:38])=[O:37]. (2) Given the product [C:1]([O:5][C:6]([N:8]1[CH2:13][CH2:12][CH:11]([N:14]2[C:18]3=[N:19][CH:20]=[N:21][C:22]([O:31][C:26]4[CH:27]=[CH:28][CH:29]=[CH:30][C:25]=4[F:24])=[C:17]3[CH:16]=[N:15]2)[CH2:10][CH2:9]1)=[O:7])([CH3:4])([CH3:3])[CH3:2], predict the reactants needed to synthesize it. The reactants are: [C:1]([O:5][C:6]([N:8]1[CH2:13][CH2:12][CH:11]([N:14]2[C:18]3=[N:19][CH:20]=[N:21][C:22](Cl)=[C:17]3[CH:16]=[N:15]2)[CH2:10][CH2:9]1)=[O:7])([CH3:4])([CH3:3])[CH3:2].[F:24][C:25]1[CH:30]=[CH:29][CH:28]=[CH:27][C:26]=1[OH:31]. (3) The reactants are: [F:1][C:2]([F:35])([F:34])[C:3]1[CH:4]=[C:5]([CH:27]=[C:28]([C:30]([F:33])([F:32])[F:31])[CH:29]=1)[CH2:6][NH:7][C:8]([C:10]1([CH2:23][CH:24]2[CH2:26][CH2:25]2)[CH2:15][CH2:14][N:13](C(OC(C)(C)C)=O)[CH2:12][CH2:11]1)=[O:9].C(O)(C(F)(F)F)=O. Given the product [F:34][C:2]([F:1])([F:35])[C:3]1[CH:4]=[C:5]([CH:27]=[C:28]([C:30]([F:33])([F:32])[F:31])[CH:29]=1)[CH2:6][NH:7][C:8]([C:10]1([CH2:23][CH:24]2[CH2:26][CH2:25]2)[CH2:11][CH2:12][NH:13][CH2:14][CH2:15]1)=[O:9], predict the reactants needed to synthesize it. (4) Given the product [C:17]([C:3]1[C:4]([CH3:16])=[N:5][N:6]([C:7]2[CH:8]=[C:9]([CH:13]=[CH:14][CH:15]=2)[C:10]([OH:12])=[O:11])[C:2]=1[OH:1])(=[O:19])[CH3:18], predict the reactants needed to synthesize it. The reactants are: [OH:1][C:2]1[N:6]([C:7]2[CH:8]=[C:9]([CH:13]=[CH:14][CH:15]=2)[C:10]([OH:12])=[O:11])[N:5]=[C:4]([CH3:16])[CH:3]=1.[C:17](OC(=O)C)(=[O:19])[CH3:18].Cl.